Dataset: Reaction yield outcomes from USPTO patents with 853,638 reactions. Task: Predict the reaction yield, written as a fraction of the theoretical maximum amount of product (1.0 means a 100% yield; for example, 0.34 means a 34% yield). (1) The reactants are Cl[C:2]([F:7])([F:6])C([O-])=O.[Na+].[OH:9][C:10]1[CH:17]=[CH:16][C:13]([CH:14]=[O:15])=[CH:12][C:11]=1[CH3:18].C(=O)([O-])[O-].[K+].[K+]. The catalyst is CN(C=O)C.O. The product is [F:7][CH:2]([F:6])[O:9][C:10]1[CH:17]=[CH:16][C:13]([CH:14]=[O:15])=[CH:12][C:11]=1[CH3:18]. The yield is 0.630. (2) The catalyst is O. The product is [Cl:1][CH:2]([C:6]1[CH:11]=[CH:10][CH:9]=[CH:8][CH:7]=1)[C:3]([O:20][CH2:17][CH3:18])=[O:4]. The reactants are [Cl:1][CH:2]([C:6]1[CH:11]=[CH:10][CH:9]=[CH:8][CH:7]=1)[C:3](Cl)=[O:4].C(N([CH2:17][CH3:18])CC)C.C[OH:20]. The yield is 0.834. (3) No catalyst specified. The product is [NH:24]([CH2:23][CH2:22][CH2:21][C@@H:17]([NH:16][C:14]([C:10]1[C:9](=[O:46])[N:8]([CH:7]([C:1]2[CH:6]=[CH:5][CH:4]=[CH:3][CH:2]=2)[C:47]2[CH:52]=[CH:51][CH:50]=[CH:49][CH:48]=2)[CH:13]=[CH:12][CH:11]=1)=[O:15])[C:18]([OH:20])=[O:19])[C:25]([NH2:27])=[NH:26].[C:60]([OH:66])([C:62]([F:65])([F:64])[F:63])=[O:61]. The yield is 0.280. The reactants are [C:1]1([CH:7]([C:47]2[CH:52]=[CH:51][CH:50]=[CH:49][CH:48]=2)[N:8]2[CH:13]=[CH:12][CH:11]=[C:10]([C:14]([NH:16][C@H:17]([CH2:21][CH2:22][CH2:23][NH:24][C:25]([NH:27]S(C3C(C)=C4C(=C(C)C=3C)OC(C)(C)CC4)(=O)=O)=[NH:26])[C:18]([OH:20])=[O:19])=[O:15])[C:9]2=[O:46])[CH:6]=[CH:5][CH:4]=[CH:3][CH:2]=1.O.CC(OC)(C)C.[C:60]([OH:66])([C:62]([F:65])([F:64])[F:63])=[O:61]. (4) The reactants are [F:1][C:2]([F:7])([F:6])[C:3]([OH:5])=[O:4].[F:8][C:9]([F:14])([F:13])[C:10]([OH:12])=[O:11].[F:15][C:16]([F:21])([F:20])[C:17]([OH:19])=[O:18].[Cl:22][C:23]1[CH:24]=[N:25][C:26]2[NH:27][C:28]3[CH:29]=[N:30][CH:31]=[C:32]([CH:53]=3)[CH2:33][CH2:34][C:35]3[CH:43]=[C:39]([NH:40][C:41]=1[N:42]=2)[CH:38]=[CH:37][C:36]=3[NH:44][C:45](=[O:52])[CH2:46][C@@H:47]1[CH2:51][CH2:50][NH:49][CH2:48]1.Cl.[CH3:55][N:56]1[C:60]([C:61](Cl)=[O:62])=[CH:59][N:58]=[CH:57]1. No catalyst specified. The product is [F:1][C:2]([F:7])([F:6])[C:3]([OH:5])=[O:4].[F:8][C:9]([F:14])([F:13])[C:10]([OH:12])=[O:11].[F:15][C:16]([F:21])([F:20])[C:17]([OH:19])=[O:18].[Cl:22][C:23]1[CH:24]=[N:25][C:26]2[NH:27][C:28]3[CH:29]=[N:30][CH:31]=[C:32]([CH:53]=3)[CH2:33][CH2:34][C:35]3[CH:43]=[C:39]([NH:40][C:41]=1[N:42]=2)[CH:38]=[CH:37][C:36]=3[NH:44][C:45](=[O:52])[CH2:46][C@@H:47]1[CH2:51][CH2:50][N:49]([C:61]([C:60]2[N:56]([CH3:55])[CH:57]=[N:58][CH:59]=2)=[O:62])[CH2:48]1. The yield is 0.200. (5) The catalyst is C1(C)C=CC=CC=1. The reactants are [C:1]1([P:7]([C:14]2[CH:19]=[CH:18][CH:17]=[CH:16][CH:15]=2)[C:8]2[CH:13]=[CH:12][CH:11]=[CH:10][CH:9]=2)[CH:6]=[CH:5][CH:4]=[CH:3][CH:2]=1.[Cl:20][CH2:21][C:22]#[N:23]. The yield is 0.550. The product is [ClH:20].[C:22]([CH:21]=[P:7]([C:1]1[CH:2]=[CH:3][CH:4]=[CH:5][CH:6]=1)([C:8]1[CH:13]=[CH:12][CH:11]=[CH:10][CH:9]=1)[C:14]1[CH:15]=[CH:16][CH:17]=[CH:18][CH:19]=1)#[N:23]. (6) The reactants are [F:1][C:2]([F:20])([F:19])[CH2:3][C:4]1[NH:5][C:6]2[C:11]([CH:12]=1)=[C:10]([C:13]([F:16])([F:15])[F:14])[C:9]([C:17]#[N:18])=[CH:8][CH:7]=2.C([O-])([O-])=O.[Cs+].[Cs+].[F:27][C:28]([F:47])([F:46])[C:29]1[CH:30]=[C:31]([C:39]2[O:43][N:42]=[C:41]([CH2:44]Cl)[N:40]=2)[CH:32]=[C:33]([C:35]([F:38])([F:37])[F:36])[CH:34]=1.CC#N. The catalyst is CCOC(C)=O. The product is [F:47][C:28]([F:27])([F:46])[C:29]1[CH:30]=[C:31]([C:39]2[O:43][N:42]=[C:41]([CH2:44][N:5]3[C:6]4[C:11](=[C:10]([C:13]([F:16])([F:15])[F:14])[C:9]([C:17]#[N:18])=[CH:8][CH:7]=4)[CH:12]=[C:4]3[CH2:3][C:2]([F:1])([F:19])[F:20])[N:40]=2)[CH:32]=[C:33]([C:35]([F:37])([F:36])[F:38])[CH:34]=1. The yield is 0.190. (7) The reactants are Cl.[Cl:2][C:3]1[C:12]2[C:7](=[CH:8][C:9]([O:27][CH3:28])=[C:10]([O:13][C@H:14]3[CH2:19][CH2:18][CH2:17][N:16](C(OC(C)(C)C)=O)[CH2:15]3)[CH:11]=2)[N:6]=[CH:5][N:4]=1.[Cl:29][C:30]1[C:31]([F:37])=[C:32]([CH:34]=[CH:35][CH:36]=1)[NH2:33]. The catalyst is C(#N)C. The product is [ClH:2].[Cl:29][C:30]1[C:31]([F:37])=[C:32]([CH:34]=[CH:35][CH:36]=1)[NH:33][C:3]1[C:12]2[C:7](=[CH:8][C:9]([O:27][CH3:28])=[C:10]([O:13][C@H:14]3[CH2:19][CH2:18][CH2:17][NH:16][CH2:15]3)[CH:11]=2)[N:6]=[CH:5][N:4]=1. The yield is 0.660. (8) The reactants are [CH3:1][C:2]1([CH3:35])[C:6](=[O:7])[C:5]([C:8]2[CH:13]=[CH:12][C:11]([O:14][CH2:15][C:16]3[CH:25]=[CH:24][C:23]4[C:18](=[CH:19][CH:20]=[CH:21][CH:22]=4)[N:17]=3)=[CH:10][CH:9]=2)=[C:4]([C:26]2[CH:31]=[CH:30][C:29]([N+:32]([O-])=O)=[CH:28][CH:27]=2)[O:3]1.CC(O)=O. The catalyst is C(O)C.[Fe]. The product is [NH2:32][C:29]1[CH:30]=[CH:31][C:26]([C:4]2[O:3][C:2]([CH3:1])([CH3:35])[C:6](=[O:7])[C:5]=2[C:8]2[CH:13]=[CH:12][C:11]([O:14][CH2:15][C:16]3[CH:25]=[CH:24][C:23]4[C:18](=[CH:19][CH:20]=[CH:21][CH:22]=4)[N:17]=3)=[CH:10][CH:9]=2)=[CH:27][CH:28]=1. The yield is 0.710. (9) The reactants are [CH3:1][NH:2][CH2:3][CH2:4][NH2:5].[F:6][C:7]([F:14])([F:13])[C:8]([O:10]CC)=O.O. The catalyst is C(#N)C. The product is [F:14][C:7]([F:6])([F:13])[C:8]([NH:5][CH2:4][CH2:3][NH:2][CH3:1])=[O:10]. The yield is 0.850. (10) The reactants are N(CC(O)=O)C.[CH:7]1([S:10]([NH2:13])(=[O:12])=[O:11])[CH2:9][CH2:8]1.[OH:14][C:15]1[C@H:24]2[C@H:19]([C@H:20]3[CH2:25][C@@H:23]2[CH2:22][CH2:21]3)[N:18]([CH2:26][CH2:27][CH:28]([CH3:30])[CH3:29])[C:17](=[O:31])[C:16]=1[C:32]1[NH:37][C:36]2[CH:38]=[CH:39][C:40](I)=[CH:41][C:35]=2[S:34](=[O:44])(=[O:43])[N:33]=1.P([O-])([O-])([O-])=O.[K+].[K+].[K+]. The catalyst is [Cu]I. The product is [OH:14][C:15]1[C@H:24]2[C@H:19]([C@H:20]3[CH2:25][C@@H:23]2[CH2:22][CH2:21]3)[N:18]([CH2:26][CH2:27][CH:28]([CH3:30])[CH3:29])[C:17](=[O:31])[C:16]=1[C:32]1[NH:37][C:36]2[CH:38]=[CH:39][C:40]([NH:13][S:10]([CH:7]3[CH2:9][CH2:8]3)(=[O:12])=[O:11])=[CH:41][C:35]=2[S:34](=[O:44])(=[O:43])[N:33]=1. The yield is 0.220.